Dataset: Forward reaction prediction with 1.9M reactions from USPTO patents (1976-2016). Task: Predict the product of the given reaction. (1) Given the reactants C(O)(C(F)(F)F)=O.[CH2:8]([S:10]([N:13]1[C:21]2[CH:20]=[CH:19][C:18]([C:22]([N:24]3[CH2:29][CH2:28][CH:27]([O:30][CH3:31])[CH2:26][CH2:25]3)=[O:23])=[CH:17][C:16]=2[C:15]2[CH2:32][N:33](C(OC(C)(C)C)=O)[CH2:34][CH2:35][C:14]1=2)(=[O:12])=[O:11])[CH3:9], predict the reaction product. The product is: [CH2:8]([S:10]([N:13]1[C:21]2[CH:20]=[CH:19][C:18]([C:22]([N:24]3[CH2:25][CH2:26][CH:27]([O:30][CH3:31])[CH2:28][CH2:29]3)=[O:23])=[CH:17][C:16]=2[C:15]2[CH2:32][NH:33][CH2:34][CH2:35][C:14]1=2)(=[O:11])=[O:12])[CH3:9]. (2) The product is: [NH2:70][C:66]1([C:63]2[CH:62]=[CH:61][C:60]([C:39]3[C:38](=[O:37])[C:47]4[C:42]([O:41][C:40]=3[C:54]3[CH:59]=[CH:58][CH:57]=[CH:56][CH:55]=3)=[C:43]([C:48]3[CH:53]=[CH:52][CH:51]=[CH:50][CH:49]=3)[N:44]=[CH:45][CH:46]=4)=[CH:65][CH:64]=2)[CH2:69][CH2:68][CH2:67]1. Given the reactants NC1(C2C=CC(C3C(=O)C4C(OC=3C3C=CC=CC=3)=C(C3C(C)=NN(C)C=3C)N=CC=4)=CC=2)CCC1.[O:37]=[C:38]1[C:47]2[C:42](=[C:43]([C:48]3[CH:53]=[CH:52][CH:51]=[CH:50][CH:49]=3)[N:44]=[CH:45][CH:46]=2)[O:41][C:40]([C:54]2[CH:59]=[CH:58][CH:57]=[CH:56][CH:55]=2)=[C:39]1[C:60]1[CH:65]=[CH:64][C:63]([C:66]2([NH:70]C(=O)OC(C)(C)C)[CH2:69][CH2:68][CH2:67]2)=[CH:62][CH:61]=1, predict the reaction product. (3) Given the reactants [NH2:1][C:2]1[C:11]2[C:6](=[CH:7][CH:8]=[CH:9][CH:10]=2)[C:5]([O:12][C:13]2[C:22]3[N:21]=[C:20]([C:23]([F:26])([F:25])[F:24])[C:19](=[O:27])[NH:18][C:17]=3[N:16]=[CH:15][CH:14]=2)=[CH:4][CH:3]=1.[F:28][C:29]1[CH:34]=[CH:33][C:32]([C:35]([F:38])([F:37])[F:36])=[CH:31][C:30]=1[N:39]=[C:40]=[O:41], predict the reaction product. The product is: [F:28][C:29]1[CH:34]=[CH:33][C:32]([C:35]([F:38])([F:37])[F:36])=[CH:31][C:30]=1[NH:39][C:40]([NH:1][C:2]1[C:11]2[C:6](=[CH:7][CH:8]=[CH:9][CH:10]=2)[C:5]([O:12][C:13]2[C:22]3[N:21]=[C:20]([C:23]([F:26])([F:25])[F:24])[C:19](=[O:27])[NH:18][C:17]=3[N:16]=[CH:15][CH:14]=2)=[CH:4][CH:3]=1)=[O:41]. (4) The product is: [CH3:14][N:12]([CH2:11][C:8]1[CH:7]=[CH:6][C:5]([CH:4]=[O:3])=[CH:10][CH:9]=1)[CH3:13]. Given the reactants C([O:3][CH:4](OCC)[C:5]1[CH:10]=[CH:9][C:8]([CH2:11][N:12]([CH3:14])[CH3:13])=[CH:7][CH:6]=1)C.Cl.CO, predict the reaction product. (5) The product is: [CH3:26][N:27]1[CH:31]=[C:30]([S:32]([N:23]2[CH2:24][CH2:25][CH:20]([C:11]3[C:10]4[C:14](=[C:15]([C:17]([NH2:19])=[O:18])[CH:16]=[C:8]([C:2]5[CH:3]=[CH:4][CH:5]=[CH:6][CH:7]=5)[CH:9]=4)[NH:13][N:12]=3)[CH2:21][CH2:22]2)(=[O:34])=[O:33])[N:29]=[CH:28]1. Given the reactants Cl.[C:2]1([C:8]2[CH:9]=[C:10]3[C:14](=[C:15]([C:17]([NH2:19])=[O:18])[CH:16]=2)[NH:13][N:12]=[C:11]3[CH:20]2[CH2:25][CH2:24][NH:23][CH2:22][CH2:21]2)[CH:7]=[CH:6][CH:5]=[CH:4][CH:3]=1.[CH3:26][N:27]1[CH:31]=[C:30]([S:32](Cl)(=[O:34])=[O:33])[N:29]=[CH:28]1.C(N(CC)CC)C, predict the reaction product. (6) The product is: [N:24]1[CH:25]=[CH:26][CH:27]=[C:22]([C:11]2[CH:19]=[CH:18][CH:17]=[C:16]3[C:12]=2[CH:13]=[CH:14][NH:15]3)[CH:23]=1. Given the reactants [OH-].[Na+].CC1(C)C(C)(C)OB([C:11]2[CH:19]=[CH:18][CH:17]=[C:16]3[C:12]=2[CH:13]=[CH:14][NH:15]3)O1.Br[C:22]1[CH:23]=[N:24][CH:25]=[CH:26][CH:27]=1, predict the reaction product. (7) Given the reactants [CH3:1][N:2]1[C:6]([CH:7]([CH2:10][CH:11]=[CH2:12])[CH2:8][OH:9])=[C:5]([N+:13]([O-:15])=[O:14])[CH:4]=[N:3]1.[H-].[Na+].[CH2:18](Br)[CH:19]=[CH2:20], predict the reaction product. The product is: [CH2:20]([O:9][CH2:8][CH:7]([C:6]1[N:2]([CH3:1])[N:3]=[CH:4][C:5]=1[N+:13]([O-:15])=[O:14])[CH2:10][CH:11]=[CH2:12])[CH:19]=[CH2:18]. (8) The product is: [CH3:23][C:24]1[CH:29]=[CH:28][C:27]([CH3:30])=[CH:26][C:25]=1[O:31][C:32]1[N:37]=[CH:36][C:35]([N:38]2[C:39](=[O:43])[C@@H:40]([CH3:42])[NH:41][C:6]2=[O:10])=[CH:34][CH:33]=1. Given the reactants CC(C1C=[C:6]([O:10]C2N=CC(NC(=O)[C@@H](C)N)=CC=2)C=CC=1)C.[CH3:23][C:24]1[CH:29]=[CH:28][C:27]([CH3:30])=[CH:26][C:25]=1[O:31][C:32]1[N:37]=[CH:36][C:35]([NH:38][C:39](=[O:43])[C@@H:40]([CH3:42])[NH2:41])=[CH:34][CH:33]=1, predict the reaction product. (9) Given the reactants [F:1][C:2]1[C:7]([NH:8][CH2:9][C:10]2[CH:15]=[C:14]([O:16][CH3:17])[CH:13]=[C:12]([C:18]3[CH:23]=[CH:22][CH:21]=[C:20]([F:24])[CH:19]=3)[C:11]=2[F:25])=[C:6]([F:26])[CH:5]=[CH:4][C:3]=1[OH:27].C([O-])([O-])=O.[Cs+].[Cs+].Br[CH2:35][C:36]([O:38][CH2:39][CH3:40])=[O:37].O, predict the reaction product. The product is: [F:1][C:2]1[C:7]([NH:8][CH2:9][C:10]2[CH:15]=[C:14]([O:16][CH3:17])[CH:13]=[C:12]([C:18]3[CH:23]=[CH:22][CH:21]=[C:20]([F:24])[CH:19]=3)[C:11]=2[F:25])=[C:6]([F:26])[CH:5]=[CH:4][C:3]=1[O:27][CH2:35][C:36]([O:38][CH2:39][CH3:40])=[O:37]. (10) Given the reactants N12CCCN=C1CCCCC2.Cl.[NH2:13][CH2:14][C:15]1[CH:23]=[CH:22][CH:21]=[C:20]2[C:16]=1[CH2:17][N:18]([CH:25]1[CH2:30][CH2:29][C:28](=[O:31])[NH:27][C:26]1=[O:32])[C:19]2=[O:24].[CH:33]1([C:36](Cl)=[O:37])[CH2:35][CH2:34]1, predict the reaction product. The product is: [O:32]=[C:26]1[CH:25]([N:18]2[CH2:17][C:16]3[C:20](=[CH:21][CH:22]=[CH:23][C:15]=3[CH2:14][NH:13][C:36]([CH:33]3[CH2:35][CH2:34]3)=[O:37])[C:19]2=[O:24])[CH2:30][CH2:29][C:28](=[O:31])[NH:27]1.